Dataset: Reaction yield outcomes from USPTO patents with 853,638 reactions. Task: Predict the reaction yield, written as a fraction of the theoretical maximum amount of product (1.0 means a 100% yield; for example, 0.34 means a 34% yield). (1) The reactants are [OH:1][C@H:2]1[CH2:7][CH2:6][C@H:5]([N:8]2[C:13](=[O:14])[C:12]([CH2:15][C:16]3[CH:21]=[CH:20][C:19]([C:22]4[C:23]([C:28]#[N:29])=[CH:24][CH:25]=[CH:26][CH:27]=4)=[CH:18][CH:17]=3)=[C:11]([CH2:30][CH2:31][CH3:32])[N:10]3[N:33]=[CH:34][CH:35]=[C:9]23)[CH2:4][CH2:3]1.N1C=CN=C1.[C:41]([Si:45](Cl)([CH3:47])[CH3:46])([CH3:44])([CH3:43])[CH3:42].C(=O)([O-])O.[Na+]. The catalyst is CN(C)C=O.C(OCC)(=O)C. The product is [Si:45]([O:1][C@H:2]1[CH2:3][CH2:4][C@H:5]([N:8]2[C:13](=[O:14])[C:12]([CH2:15][C:16]3[CH:21]=[CH:20][C:19]([C:22]4[C:23]([C:28]#[N:29])=[CH:24][CH:25]=[CH:26][CH:27]=4)=[CH:18][CH:17]=3)=[C:11]([CH2:30][CH2:31][CH3:32])[N:10]3[N:33]=[CH:34][CH:35]=[C:9]23)[CH2:6][CH2:7]1)([C:41]([CH3:44])([CH3:43])[CH3:42])([CH3:47])[CH3:46]. The yield is 0.900. (2) The reactants are O=O.[C:3]1([C:9]2[CH2:13][S:12][CH2:11][C:10]=2[C:14]([OH:16])=[O:15])[CH:8]=[CH:7][CH:6]=[CH:5][CH:4]=1.C(N(CC)CC)C.[H][H]. The catalyst is COC(C)(C)C.CO. The product is [C:3]1([CH:9]2[CH2:13][S:12][CH2:11][CH:10]2[C:14]([OH:16])=[O:15])[CH:4]=[CH:5][CH:6]=[CH:7][CH:8]=1. The yield is 0.600. (3) The reactants are [CH2:1]([O:8][C:9]([NH:11][C@@H:12]([C@H:28]([O:35][Si:36]([C:39]([CH3:42])([CH3:41])[CH3:40])([CH3:38])[CH3:37])[C:29]1[CH:34]=[CH:33][CH:32]=[CH:31][CH:30]=1)[CH2:13][CH2:14][CH:15]1[O:17][CH:16]1[C:18]1[CH:27]=[CH:26][C:21]([C:22]([O:24][CH3:25])=[O:23])=[CH:20][CH:19]=1)=[O:10])[C:2]1[CH:7]=[CH:6][CH:5]=[CH:4][CH:3]=1.C1(P(C2C=CC=CC=2)C2C=CC=CC=2)C=CC=CC=1. The catalyst is C(O)C. The product is [CH2:1]([O:8][C:9]([NH:11][C@@H:12]([C@H:28]([O:35][Si:36]([C:39]([CH3:42])([CH3:41])[CH3:40])([CH3:38])[CH3:37])[C:29]1[CH:30]=[CH:31][CH:32]=[CH:33][CH:34]=1)[CH2:13][CH2:14][C:15](=[O:17])[CH2:16][C:18]1[CH:19]=[CH:20][C:21]([C:22]([O:24][CH3:25])=[O:23])=[CH:26][CH:27]=1)=[O:10])[C:2]1[CH:3]=[CH:4][CH:5]=[CH:6][CH:7]=1. The yield is 0.500.